From a dataset of Reaction yield outcomes from USPTO patents with 853,638 reactions. Predict the reaction yield, written as a fraction of the theoretical maximum amount of product (1.0 means a 100% yield; for example, 0.34 means a 34% yield). (1) The reactants are [OH-].[Na+].C[O:4][C:5](=[O:34])[CH2:6][CH2:7][CH2:8][CH2:9][CH2:10][CH2:11][CH2:12][CH2:13][O:14][C:15]([C:28]1[CH:33]=[CH:32][CH:31]=[CH:30][CH:29]=1)([C:22]1[CH:27]=[CH:26][CH:25]=[CH:24][CH:23]=1)[C:16]1[CH:21]=[CH:20][CH:19]=[CH:18][CH:17]=1. The catalyst is C1COCC1. The product is [C:15]([O:14][CH2:13][CH2:12][CH2:11][CH2:10][CH2:9][CH2:8][CH2:7][CH2:6][C:5]([OH:34])=[O:4])([C:22]1[CH:23]=[CH:24][CH:25]=[CH:26][CH:27]=1)([C:28]1[CH:33]=[CH:32][CH:31]=[CH:30][CH:29]=1)[C:16]1[CH:17]=[CH:18][CH:19]=[CH:20][CH:21]=1. The yield is 0.930. (2) The reactants are [CH:1]1([O:7][C:8]2[N:13]=[CH:12][C:11]([C:14]#[N:15])=[CH:10][CH:9]=2)[CH2:6][CH2:5][CH2:4][CH2:3][CH2:2]1.B. The catalyst is C1COCC1. The product is [NH2:15][CH2:14][C:11]1[CH:12]=[N:13][C:8]([O:7][CH:1]2[CH2:2][CH2:3][CH2:4][CH2:5][CH2:6]2)=[CH:9][CH:10]=1. The yield is 0.620.